This data is from Reaction yield outcomes from USPTO patents with 853,638 reactions. The task is: Predict the reaction yield, written as a fraction of the theoretical maximum amount of product (1.0 means a 100% yield; for example, 0.34 means a 34% yield). (1) The reactants are [Cl:1][C:2]1[CH:7]=[C:6]([N:8]2[CH:13]3[CH:11]([CH2:12]3)[N:10](C(OCC3C=CC=CC=3)=O)[C:9]2=[O:24])[CH:5]=[CH:4][N:3]=1.[OH-].[Na+]. The catalyst is Cl. The product is [Cl:1][C:2]1[CH:7]=[C:6]([N:8]2[C:9](=[O:24])[NH:10][CH:11]3[CH:13]2[CH2:12]3)[CH:5]=[CH:4][N:3]=1. The yield is 0.830. (2) The reactants are [F:1][C:2]([F:15])([F:14])[S:3](O[S:3]([C:2]([F:15])([F:14])[F:1])(=[O:5])=[O:4])(=[O:5])=[O:4].[CH3:16][O:17][C:18]1[CH:23]=[CH:22][CH:21]=[C:20]([NH2:24])[CH:19]=1.C(N(CC)CC)C.[OH-].[Na+]. The catalyst is C(Cl)Cl.CO. The product is [F:1][C:2]([F:15])([F:14])[S:3]([NH:24][C:20]1[CH:21]=[CH:22][CH:23]=[C:18]([O:17][CH3:16])[CH:19]=1)(=[O:5])=[O:4]. The yield is 0.770. (3) The reactants are C(N(C(C)C)CC)(C)C.[C:10](OC(=O)C)(=[O:12])[CH3:11].[CH3:17][NH:18][C:19]([C:21]1[C:25]2[CH:26]=[C:27]([O:31][CH3:32])[C:28]([NH2:30])=[CH:29][C:24]=2[O:23][C:22]=1[C:33]1[CH:38]=[CH:37][C:36]([F:39])=[CH:35][CH:34]=1)=[O:20]. The catalyst is ClC(Cl)Cl. The product is [CH3:17][NH:18][C:19]([C:21]1[C:25]2[CH:26]=[C:27]([O:31][CH3:32])[C:28]([NH:30][C:10](=[O:12])[CH3:11])=[CH:29][C:24]=2[O:23][C:22]=1[C:33]1[CH:38]=[CH:37][C:36]([F:39])=[CH:35][CH:34]=1)=[O:20]. The yield is 0.870. (4) The reactants are C([Li])(CC)C.[N:6]1([C:15]([O:17][C:18]([CH3:21])([CH3:20])[CH3:19])=[O:16])[C:14]2[C:9](=[CH:10][CH:11]=[CH:12][CH:13]=2)[CH2:8][CH2:7]1.CN(C)CCN(C)C.Cl[C:31]([O:33][CH2:34][CH3:35])=[O:32]. The catalyst is C(OCC)C.O. The product is [N:6]1([C:15]([O:17][C:18]([CH3:21])([CH3:20])[CH3:19])=[O:16])[C:14]2[C:9](=[CH:10][CH:11]=[CH:12][C:13]=2[C:31]([O:33][CH2:34][CH3:35])=[O:32])[CH2:8][CH2:7]1. The yield is 0.380. (5) The reactants are [Cl:1][C:2]1[C:21]([CH3:22])=[CH:20][C:5]2[NH:6][C:7]([N:9]3[CH2:14][CH2:13][CH:12]([C:15]([O:17][CH2:18][CH3:19])=[O:16])[CH2:11][CH2:10]3)=[N:8][C:4]=2[CH:3]=1.C(=O)([O-])[O-].[Cs+].[Cs+].Br[C:30]1[CH:35]=[CH:34][CH:33]=[C:32]([C:36]([F:39])([F:38])[F:37])[N:31]=1.OC1C=CC=C2C=1N=CC=C2. The catalyst is [Cu-]=O.C(#N)C. The product is [Cl:1][C:2]1[C:21]([CH3:22])=[CH:20][C:5]2[N:6]([C:30]3[CH:35]=[CH:34][CH:33]=[C:32]([C:36]([F:39])([F:38])[F:37])[N:31]=3)[C:7]([N:9]3[CH2:14][CH2:13][CH:12]([C:15]([O:17][CH2:18][CH3:19])=[O:16])[CH2:11][CH2:10]3)=[N:8][C:4]=2[CH:3]=1.[Cl:1][C:2]1[C:21]([CH3:22])=[CH:20][C:5]2[N:6]=[C:7]([N:9]3[CH2:14][CH2:13][CH:12]([C:15]([O:17][CH2:18][CH3:19])=[O:16])[CH2:11][CH2:10]3)[N:8]([C:30]3[CH:35]=[CH:34][CH:33]=[C:32]([C:36]([F:39])([F:38])[F:37])[N:31]=3)[C:4]=2[CH:3]=1. The yield is 0.340. (6) The product is [Cl:1][C:2]1[CH:3]=[C:4]([NH:10][C:11](=[O:15])[CH2:12][CH:13]([CH3:14])[CH2:30][N+:27]([O-:29])=[O:28])[CH:5]=[CH:6][C:7]=1[C:8]#[N:9]. The yield is 0.770. The catalyst is [Cl-].[Na+].O. The reactants are [Cl:1][C:2]1[CH:3]=[C:4]([NH:10][C:11](=[O:15])/[CH:12]=[CH:13]/[CH3:14])[CH:5]=[CH:6][C:7]=1[C:8]#[N:9].C1CCN2C(=NCCC2)CC1.[N+:27]([CH3:30])([O-:29])=[O:28].